Dataset: Full USPTO retrosynthesis dataset with 1.9M reactions from patents (1976-2016). Task: Predict the reactants needed to synthesize the given product. (1) The reactants are: [C:1]([NH:5][C:6]([C:8]1[C:16]2[C:11](=[N:12][CH:13]=[C:14]([C:17]3[C:25]4[C:20](=[CH:21][CH:22]=[C:23]([O:26][CH:27]([F:29])[F:28])[CH:24]=4)[N:19]([CH2:30][C:31]4[CH:32]=[N:33][CH:34]=[CH:35][CH:36]=4)[N:18]=3)[N:15]=2)[N:10](COCC[Si](C)(C)C)[CH:9]=1)=[O:7])([CH3:4])([CH3:3])[CH3:2].FC(F)(F)C(O)=O.C(N)CN. Given the product [C:1]([NH:5][C:6]([C:8]1[C:16]2[C:11](=[N:12][CH:13]=[C:14]([C:17]3[C:25]4[C:20](=[CH:21][CH:22]=[C:23]([O:26][CH:27]([F:28])[F:29])[CH:24]=4)[N:19]([CH2:30][C:31]4[CH:32]=[N:33][CH:34]=[CH:35][CH:36]=4)[N:18]=3)[N:15]=2)[NH:10][CH:9]=1)=[O:7])([CH3:4])([CH3:2])[CH3:3], predict the reactants needed to synthesize it. (2) Given the product [CH2:8]([NH:9][CH2:10][CH3:11])[CH3:7].[CH3:14][C@H:10]1[CH2:11][CH2:12][CH2:13][C@@H:8]([CH3:7])[N:9]1[CH2:15][CH2:16][NH:17][C:18]([C@@H:20]1[CH2:25][CH2:24][CH2:23][CH2:22][N:21]1[C:27]1[NH:28][C:29]2[CH:42]=[C:41]([C:43]([F:46])([F:45])[F:44])[CH:40]=[CH:39][C:30]=2[N:31]=1)=[O:19], predict the reactants needed to synthesize it. The reactants are: CC(N(C)C)=O.[CH3:7][C@H:8]1[CH2:13][CH2:12][CH2:11][C@@H:10]([CH3:14])[N:9]1[CH2:15][CH2:16][NH:17][C:18]([C@@H:20]1[CH2:25][CH2:24][CH2:23][CH2:22][NH:21]1)=[O:19].Cl[C:27]1[N:31](C(OC(C)(C)C)=O)[C:30]2[CH:39]=[CH:40][C:41]([C:43]([F:46])([F:45])[F:44])=[CH:42][C:29]=2[N:28]=1.